Dataset: NCI-60 drug combinations with 297,098 pairs across 59 cell lines. Task: Regression. Given two drug SMILES strings and cell line genomic features, predict the synergy score measuring deviation from expected non-interaction effect. Drug 1: CC1C(C(CC(O1)OC2CC(CC3=C2C(=C4C(=C3O)C(=O)C5=C(C4=O)C(=CC=C5)OC)O)(C(=O)CO)O)N)O.Cl. Drug 2: C1=NNC2=C1C(=O)NC=N2. Cell line: RPMI-8226. Synergy scores: CSS=12.1, Synergy_ZIP=-3.99, Synergy_Bliss=0.983, Synergy_Loewe=-12.0, Synergy_HSA=0.950.